This data is from Forward reaction prediction with 1.9M reactions from USPTO patents (1976-2016). The task is: Predict the product of the given reaction. (1) Given the reactants Cl[Zn][CH2:3][N:4]1[CH2:8][CH2:7][CH2:6][C:5]1=[O:9].[C:10]([O:14][C:15]([CH:17]1[CH2:22][CH2:21][N:20]([C:23]2[C:33]([F:34])=[CH:32][C:26]([C:27]([O:29][CH2:30][CH3:31])=[O:28])=[C:25](Cl)[N:24]=2)[CH2:19][CH2:18]1)=[O:16])([CH3:13])([CH3:12])[CH3:11].CN1CCCC1, predict the reaction product. The product is: [C:10]([O:14][C:15]([CH:17]1[CH2:22][CH2:21][N:20]([C:23]2[C:33]([F:34])=[CH:32][C:26]([C:27]([O:29][CH2:30][CH3:31])=[O:28])=[C:25]([CH2:3][N:4]3[CH2:8][CH2:7][CH2:6][C:5]3=[O:9])[N:24]=2)[CH2:19][CH2:18]1)=[O:16])([CH3:11])([CH3:12])[CH3:13]. (2) Given the reactants [C:1]([N:4]1[C:13]2[C:8](=[CH:9][C:10]([C:14]3[CH:15]=[N:16][N:17]([CH2:19][CH2:20][O:21][CH3:22])[CH:18]=3)=[CH:11][CH:12]=2)[C@H:7]([NH:23]C(=O)OCC2C=CC=CC=2)[C@@H:6]([CH3:34])[C@@H:5]1[CH:35]1[CH2:37][CH2:36]1)(=[O:3])[CH3:2].C(N1C2C(=CC(C3C=NN(CCOC)C=3)=CC=2)[C@H](NC(=O)OCC2C=CC=CC=2)[C@@H](C)[C@H]1C1CC1)(=O)C, predict the reaction product. The product is: [NH2:23][C@H:7]1[C:8]2[C:13](=[CH:12][CH:11]=[C:10]([C:14]3[CH:15]=[N:16][N:17]([CH2:19][CH2:20][O:21][CH3:22])[CH:18]=3)[CH:9]=2)[N:4]([C:1](=[O:3])[CH3:2])[C@@H:5]([CH:35]2[CH2:37][CH2:36]2)[C@@H:6]1[CH3:34]. (3) Given the reactants [Cl:1][CH2:2][CH2:3][CH2:4][CH2:5][C:6]1[N:10]([CH2:11][CH2:12][CH3:13])[N:9]=[C:8]([C:14]([NH2:16])=O)[CH:7]=1.P(Cl)(Cl)(Cl)=O.C(Cl)(Cl)Cl, predict the reaction product. The product is: [Cl:1][CH2:2][CH2:3][CH2:4][CH2:5][C:6]1[N:10]([CH2:11][CH2:12][CH3:13])[N:9]=[C:8]([C:14]#[N:16])[CH:7]=1. (4) Given the reactants Cl[C:2]1[C:3]([C:16]2[CH:21]=[CH:20][CH:19]=[CH:18][CH:17]=2)=[N:4][C:5]2[C:10]([N:11]=1)=[CH:9][C:8]([C:12]([O:14][CH3:15])=[O:13])=[CH:7][CH:6]=2.[CH:22]1([NH2:25])[CH2:24][CH2:23]1, predict the reaction product. The product is: [CH:22]1([NH:25][C:2]2[C:3]([C:16]3[CH:21]=[CH:20][CH:19]=[CH:18][CH:17]=3)=[N:4][C:5]3[C:10]([N:11]=2)=[CH:9][C:8]([C:12]([O:14][CH3:15])=[O:13])=[CH:7][CH:6]=3)[CH2:24][CH2:23]1.